Dataset: Forward reaction prediction with 1.9M reactions from USPTO patents (1976-2016). Task: Predict the product of the given reaction. (1) Given the reactants [H-].[Na+].[F:3][C:4]1[CH:9]=[CH:8][C:7]([O:10][CH3:11])=[CH:6][C:5]=1[C:12]1[CH:13]=[CH:14][C:15]([CH2:23][OH:24])=[N:16][C:17]=1[O:18][CH2:19][CH:20]([CH3:22])[CH3:21].Cl[C:26]1[N:31]=[CH:30][N:29]=[C:28]([CH:32]([CH:39]2[CH2:41][CH2:40]2)[CH2:33][C:34]([O:36][CH2:37][CH3:38])=[O:35])[CH:27]=1.Cl, predict the reaction product. The product is: [CH:39]1([CH:32]([C:28]2[CH:27]=[C:26]([O:24][CH2:23][C:15]3[CH:14]=[CH:13][C:12]([C:5]4[CH:6]=[C:7]([O:10][CH3:11])[CH:8]=[CH:9][C:4]=4[F:3])=[C:17]([O:18][CH2:19][CH:20]([CH3:21])[CH3:22])[N:16]=3)[N:31]=[CH:30][N:29]=2)[CH2:33][C:34]([O:36][CH2:37][CH3:38])=[O:35])[CH2:41][CH2:40]1. (2) The product is: [Cl:1][C:2]1[C:3]([F:30])=[C:4]([NH:8][C:9]2[C:18]3[C:13](=[CH:14][C:15]([O:28][CH3:29])=[C:16]([CH2:19][N:20]([CH2:21][CH2:22][N:23]4[CH2:24][CH2:25][CH2:26][CH2:27]4)[C@@H:36]([C:34]([OH:35])=[O:33])[CH3:37])[CH:17]=3)[N:12]=[CH:11][N:10]=2)[CH:5]=[CH:6][CH:7]=1. Given the reactants [Cl:1][C:2]1[C:3]([F:30])=[C:4]([NH:8][C:9]2[C:18]3[C:13](=[CH:14][C:15]([O:28][CH3:29])=[C:16]([CH2:19][NH:20][CH2:21][CH2:22][N:23]4[CH2:27][CH2:26][CH2:25][CH2:24]4)[CH:17]=3)[N:12]=[CH:11][N:10]=2)[CH:5]=[CH:6][CH:7]=1.CC[O:33][C:34]([C@@H:36](OS(C(F)(F)F)(=O)=O)[CH3:37])=[O:35], predict the reaction product. (3) Given the reactants Br[C:2]1[S:10][C:9]2[C:8](=[O:11])[N:7]([CH:12]3[CH2:17][CH2:16][N:15]([C:18]([O:20][C:21]([CH3:24])([CH3:23])[CH3:22])=[O:19])[CH2:14][CH2:13]3)[C:6](=[O:25])[N:5]([CH2:26][C:27]3[CH:32]=[CH:31][C:30]([O:33][CH3:34])=[C:29]([F:35])[CH:28]=3)[C:4]=2[CH:3]=1.[F:36][C:37]1[CH:38]=[CH:39][C:40]([O:46][CH3:47])=[C:41](B(O)O)[CH:42]=1.C(=O)([O-])[O-].[Cs+].[Cs+], predict the reaction product. The product is: [F:35][C:29]1[CH:28]=[C:27]([CH:32]=[CH:31][C:30]=1[O:33][CH3:34])[CH2:26][N:5]1[C:4]2[CH:3]=[C:2]([C:39]3[CH:38]=[C:37]([F:36])[CH:42]=[CH:41][C:40]=3[O:46][CH3:47])[S:10][C:9]=2[C:8](=[O:11])[N:7]([CH:12]2[CH2:13][CH2:14][N:15]([C:18]([O:20][C:21]([CH3:24])([CH3:22])[CH3:23])=[O:19])[CH2:16][CH2:17]2)[C:6]1=[O:25]. (4) Given the reactants Br[CH2:2][CH2:3][CH2:4][O:5][C:6]([C:19]1[CH:24]=[CH:23][CH:22]=[CH:21][CH:20]=1)([C:13]1[CH:18]=[CH:17][CH:16]=[CH:15][CH:14]=1)[C:7]1[CH:12]=[CH:11][CH:10]=[CH:9][CH:8]=1.CCN(CC)CC.[CH:32]([NH:35][CH2:36][CH2:37][OH:38])([CH3:34])[CH3:33], predict the reaction product. The product is: [CH:32]([N:35]([CH2:2][CH2:3][CH2:4][O:5][C:6]([C:19]1[CH:24]=[CH:23][CH:22]=[CH:21][CH:20]=1)([C:13]1[CH:18]=[CH:17][CH:16]=[CH:15][CH:14]=1)[C:7]1[CH:12]=[CH:11][CH:10]=[CH:9][CH:8]=1)[CH2:36][CH2:37][OH:38])([CH3:34])[CH3:33]. (5) Given the reactants [Cl:1][C:2]1[CH:18]=[CH:17][C:5]2[CH2:6][CH2:7][N:8]([C:11](=[O:16])[C:12]([F:15])([F:14])[F:13])[CH2:9][CH2:10][C:4]=2[C:3]=1OS(C(F)(F)F)(=O)=O.[CH3:27][C:28]([CH3:36])([CH3:35])[C:29]([NH:31][CH2:32][C:33]#[CH:34])=[O:30], predict the reaction product. The product is: [Cl:1][C:2]1[CH:18]=[CH:17][C:5]2[CH2:6][CH2:7][N:8]([C:11](=[O:16])[C:12]([F:15])([F:14])[F:13])[CH2:9][CH2:10][C:4]=2[C:3]=1[C:34]#[C:33][CH2:32][NH:31][C:29](=[O:30])[C:28]([CH3:36])([CH3:35])[CH3:27]. (6) Given the reactants Cl[C:2]1[CH:11]=[C:10]2[C:5]([CH:6]=[CH:7][C:8]([CH3:12])=[N:9]2)=[C:4]([C:13]2[CH:18]=[CH:17][C:16]([Cl:19])=[CH:15][CH:14]=2)[C:3]=1[OH:20].Br[C:22]1C(O)=C(C)C=C2C=1C=CC(C)=N2, predict the reaction product. The product is: [Cl:19][C:16]1[CH:17]=[CH:18][C:13]([C:4]2[C:3]([OH:20])=[C:2]([CH3:22])[CH:11]=[C:10]3[C:5]=2[CH:6]=[CH:7][C:8]([CH3:12])=[N:9]3)=[CH:14][CH:15]=1. (7) Given the reactants [Cl:1][C:2]1[CH:25]=[C:24]([Cl:26])[CH:23]=[CH:22][C:3]=1[C:4]([C:6]1[O:10][C:9]2[C:11]([C:16]([O:18]CC)=[O:17])=[CH:12][C:13]([CH3:15])=[CH:14][C:8]=2[C:7]=1[CH3:21])=O.O.NN.[K].Cl, predict the reaction product. The product is: [C:16]([C:11]1[C:9]2[O:10][C:6]([CH2:4][C:3]3[CH:22]=[CH:23][C:24]([Cl:26])=[CH:25][C:2]=3[Cl:1])=[C:7]([CH3:21])[C:8]=2[CH:14]=[C:13]([CH3:15])[CH:12]=1)([OH:18])=[O:17].